This data is from Forward reaction prediction with 1.9M reactions from USPTO patents (1976-2016). The task is: Predict the product of the given reaction. (1) Given the reactants C(N(CC)CC)C.[Cl:8][C:9]1[CH:14]=[CH:13][C:12]([CH2:15][C:16](Cl)=[O:17])=[CH:11][CH:10]=1.[CH2:19]([O:26][C:27]1[C:28]([CH3:36])=[C:29]([CH3:35])[C:30]([NH2:34])=[N:31][C:32]=1[CH3:33])[C:20]1[CH:25]=[CH:24][CH:23]=[CH:22][CH:21]=1, predict the reaction product. The product is: [CH2:19]([O:26][C:27]1[C:28]([CH3:36])=[C:29]([CH3:35])[C:30]([NH:34][C:16](=[O:17])[CH2:15][C:12]2[CH:13]=[CH:14][C:9]([Cl:8])=[CH:10][CH:11]=2)=[N:31][C:32]=1[CH3:33])[C:20]1[CH:21]=[CH:22][CH:23]=[CH:24][CH:25]=1. (2) Given the reactants O[C:2]1([C:8]2[N:13]=[CH:12][C:11]([OH:14])=[CH:10][CH:9]=2)[CH2:7][CH2:6][CH2:5][CH2:4][CH2:3]1.O.C1(C)C=CC(S(O)(=O)=O)=CC=1.O.C([O-])(O)=O.[Na+], predict the reaction product. The product is: [C:2]1([C:8]2[N:13]=[CH:12][C:11]([OH:14])=[CH:10][CH:9]=2)[CH2:7][CH2:6][CH2:5][CH2:4][CH:3]=1. (3) Given the reactants [CH2:1]([O:8][C:9]1[CH:23]=[C:22]([O:24][CH2:25][C:26]2[CH:31]=[CH:30][CH:29]=[CH:28][CH:27]=2)[C:21]([C:32]([CH3:34])=[CH2:33])=[CH:20][C:10]=1[C:11]([N:13]([CH2:17][C:18]#[CH:19])[CH2:14][C:15]#[CH:16])=[O:12])[C:2]1[CH:7]=[CH:6][CH:5]=[CH:4][CH:3]=1.[CH2:35]([OH:39])[CH2:36][C:37]#[CH:38].CCCCCCC, predict the reaction product. The product is: [CH2:1]([O:8][C:9]1[CH:23]=[C:22]([O:24][CH2:25][C:26]2[CH:27]=[CH:28][CH:29]=[CH:30][CH:31]=2)[C:21]([C:32]([CH3:34])=[CH2:33])=[CH:20][C:10]=1[C:11]([N:13]1[CH2:17][C:18]2[C:15](=[CH:16][CH:38]=[C:37]([CH2:36][CH2:35][OH:39])[CH:19]=2)[CH2:14]1)=[O:12])[C:2]1[CH:7]=[CH:6][CH:5]=[CH:4][CH:3]=1.